This data is from Catalyst prediction with 721,799 reactions and 888 catalyst types from USPTO. The task is: Predict which catalyst facilitates the given reaction. Reactant: [C:1]([CH2:5][C:6](Cl)=[O:7])([CH3:4])([CH3:3])[CH3:2].[CH2:9]([C:11]1[CH:12]=[CH:13][CH:14]=[C:15]([CH3:18])[C:16]=1N)[CH3:10].C([N:21](CC)CC)C.C(OCC)(=O)C. Product: [CH2:9]([C:11]1[CH:12]=[CH:13][CH:14]=[C:15]([CH3:18])[C:16]=1[CH:5]([C:1]([CH3:4])([CH3:3])[CH3:2])[C:6]([NH2:21])=[O:7])[CH3:10]. The catalyst class is: 1.